From a dataset of Full USPTO retrosynthesis dataset with 1.9M reactions from patents (1976-2016). Predict the reactants needed to synthesize the given product. (1) Given the product [F:25][C:24]1[CH:23]=[C:22]([F:26])[CH:21]=[CH:20][C:19]=1[C:18]1[CH:13]=[CH:14][C:15]([OH:30])=[C:16]([C:27]([O:29][CH:31]([CH3:33])[CH3:32])=[O:28])[CH:17]=1, predict the reactants needed to synthesize it. The reactants are: C1N=CN(C(N2C=NC=C2)=O)C=1.[CH:13]1[C:18]([C:19]2[CH:20]=[CH:21][C:22]([F:26])=[CH:23][C:24]=2[F:25])=[CH:17][C:16]([C:27]([OH:29])=[O:28])=[C:15]([OH:30])[CH:14]=1.[CH:31](O)([CH3:33])[CH3:32].O. (2) Given the product [Cl:1][C:2]1[C:11]2[C:6](=[CH:7][CH:8]=[CH:9][CH:10]=2)[C:5]([NH2:12])=[C:4]([CH3:15])[N:3]=1, predict the reactants needed to synthesize it. The reactants are: [Cl:1][C:2]1[C:11]2[C:6](=[CH:7][CH:8]=[CH:9][CH:10]=2)[C:5]([N+:12]([O-])=O)=[C:4]([CH3:15])[N:3]=1.[OH-].[Na+]. (3) Given the product [NH4+:11].[CH3:1][C:2]1[CH:7]=[CH:6][C:5]([S:8]([NH:11][C:12](=[O:36])[O:13][CH2:14][CH2:15][C:16]2[CH:21]=[CH:20][C:19]([N:22]3[C:26]([CH3:27])=[C:25]([C:28]4[CH:33]=[CH:32][C:31]([CH3:38])=[CH:30][CH:29]=4)[C:24]([CH3:35])=[N:23]3)=[CH:18][CH:17]=2)(=[O:10])=[O:9])=[CH:4][CH:3]=1, predict the reactants needed to synthesize it. The reactants are: [CH3:1][C:2]1[CH:7]=[CH:6][C:5]([S:8]([NH:11][C:12](=[O:36])[O:13][CH2:14][CH2:15][C:16]2[CH:21]=[CH:20][C:19]([N:22]3[C:26]([CH3:27])=[C:25]([C:28]4[CH:33]=[CH:32][C:31](F)=[CH:30][CH:29]=4)[C:24]([CH3:35])=[N:23]3)=[CH:18][CH:17]=2)(=[O:10])=[O:9])=[CH:4][CH:3]=1.B(O)(O)[C:38]1C=CC(C)=CC=1.C([O-])([O-])=O.[K+].[K+].